The task is: Binary Classification. Given a T-cell receptor sequence (or CDR3 region) and an epitope sequence, predict whether binding occurs between them.. This data is from TCR-epitope binding with 47,182 pairs between 192 epitopes and 23,139 TCRs. (1) The epitope is HLVDFQVTI. The TCR CDR3 sequence is CATSEGDRGRFSEQFF. Result: 1 (the TCR binds to the epitope). (2) The epitope is FPPTSFGPL. The TCR CDR3 sequence is CASSYRVLDEQYF. Result: 0 (the TCR does not bind to the epitope).